From a dataset of NCI-60 drug combinations with 297,098 pairs across 59 cell lines. Regression. Given two drug SMILES strings and cell line genomic features, predict the synergy score measuring deviation from expected non-interaction effect. (1) Drug 1: C1C(C(OC1N2C=NC3=C(N=C(N=C32)Cl)N)CO)O. Drug 2: B(C(CC(C)C)NC(=O)C(CC1=CC=CC=C1)NC(=O)C2=NC=CN=C2)(O)O. Cell line: CAKI-1. Synergy scores: CSS=53.5, Synergy_ZIP=-0.0499, Synergy_Bliss=0.0229, Synergy_Loewe=-4.92, Synergy_HSA=0.932. (2) Drug 1: C1C(C(OC1N2C=C(C(=O)NC2=O)F)CO)O. Drug 2: CC1=C(C(=CC=C1)Cl)NC(=O)C2=CN=C(S2)NC3=CC(=NC(=N3)C)N4CCN(CC4)CCO. Cell line: DU-145. Synergy scores: CSS=25.1, Synergy_ZIP=-2.57, Synergy_Bliss=4.06, Synergy_Loewe=0.0493, Synergy_HSA=0.0328.